Dataset: Full USPTO retrosynthesis dataset with 1.9M reactions from patents (1976-2016). Task: Predict the reactants needed to synthesize the given product. Given the product [CH3:35][S:31]([C:3]1[CH:4]=[CH:5][C:6]([NH:9][C:10]2[CH:15]=[C:14]([C:16]3[CH:21]=[CH:20][CH:19]=[CH:18][CH:17]=3)[N:13]=[C:12]([N:22]3[CH2:27][CH2:26][CH:25]([OH:28])[CH2:24][CH2:23]3)[N:11]=2)=[CH:7][CH:8]=1)(=[O:33])=[O:30], predict the reactants needed to synthesize it. The reactants are: CS[C:3]1[CH:8]=[CH:7][C:6]([NH:9][C:10]2[CH:15]=[C:14]([C:16]3[CH:21]=[CH:20][CH:19]=[CH:18][CH:17]=3)[N:13]=[C:12]([N:22]3[CH2:27][CH2:26][CH:25]([OH:28])[CH2:24][CH2:23]3)[N:11]=2)=[CH:5][CH:4]=1.O[O:30][S:31]([O-:33])=O.[K+].[CH3:35]C(C)=O.O.